From a dataset of Forward reaction prediction with 1.9M reactions from USPTO patents (1976-2016). Predict the product of the given reaction. (1) Given the reactants [CH2:1]([O:3][C:4]([C:6]1[C:7](OS(C(F)(F)F)(=O)=O)=[CH:8][C:9](=[O:15])[N:10]2[C:14]=1[CH2:13][CH2:12][CH2:11]2)=[O:5])[CH3:2].[F:24][C:25]1[CH:31]=[C:30]([Br:32])[CH:29]=[CH:28][C:26]=1[NH2:27].C(=O)([O-])[O-].[Cs+].[Cs+].C1C=CC(P(C2C(C3C(P(C4C=CC=CC=4)C4C=CC=CC=4)=CC=C4C=3C=CC=C4)=C3C(C=CC=C3)=CC=2)C2C=CC=CC=2)=CC=1, predict the reaction product. The product is: [CH2:1]([O:3][C:4]([C:6]1[C:7]([NH:27][C:26]2[CH:28]=[CH:29][C:30]([Br:32])=[CH:31][C:25]=2[F:24])=[CH:8][C:9](=[O:15])[N:10]2[C:14]=1[CH2:13][CH2:12][CH2:11]2)=[O:5])[CH3:2]. (2) The product is: [Cl:1][C:2]1[C:3]([O:12][C:20](=[O:29])[N:21]([CH3:28])[C:22]2[CH:27]=[CH:26][CH:25]=[CH:24][CH:23]=2)=[N:4][CH:5]=[C:6]([C:8]([F:11])([F:9])[F:10])[CH:7]=1. Given the reactants [Cl:1][C:2]1[C:3]([OH:12])=[N:4][CH:5]=[C:6]([C:8]([F:11])([F:10])[F:9])[CH:7]=1.[I-].C[N+]1C=CN([C:20](=[O:29])[N:21]([CH3:28])[C:22]2[CH:27]=[CH:26][CH:25]=[CH:24][CH:23]=2)C=1.C(N(CC)CC)C, predict the reaction product. (3) Given the reactants Cl[C:2]1[C:7]([N:8]([CH3:17])[C:9](=[O:16])[C:10]2[CH:15]=[CH:14][CH:13]=[CH:12][CH:11]=2)=[CH:6][CH:5]=[CH:4][N:3]=1.C(=O)([O-])[O-].[Na+].[Na+], predict the reaction product. The product is: [CH3:17][N:8]1[C:7]2[C:2](=[N:3][CH:4]=[CH:5][CH:6]=2)[C:11]2[CH:12]=[CH:13][CH:14]=[CH:15][C:10]=2[C:9]1=[O:16]. (4) Given the reactants [OH:1][C@@H:2]1[CH2:8][N:7](C(OC(C)(C)C)=O)[CH2:6][CH2:5][N:4]([C:16]2[CH:21]=[CH:20][CH:19]=[C:18]([N:22]3[C:30]4[CH:29]=[C:28]([C:31]5[CH:32]=[N:33][N:34]([CH2:36][C:37]([F:40])([F:39])[F:38])[CH:35]=5)[N:27]=[CH:26][C:25]=4[CH:24]=[N:23]3)[N:17]=2)[CH2:3]1, predict the reaction product. The product is: [F:40][C:37]([F:38])([F:39])[CH2:36][N:34]1[CH:35]=[C:31]([C:28]2[N:27]=[CH:26][C:25]3[CH:24]=[N:23][N:22]([C:18]4[N:17]=[C:16]([N:4]5[CH2:3][C@H:2]([OH:1])[CH2:8][NH:7][CH2:6][CH2:5]5)[CH:21]=[CH:20][CH:19]=4)[C:30]=3[CH:29]=2)[CH:32]=[N:33]1. (5) Given the reactants [CH3:1][C:2]([CH:4]1[C:9]([CH3:11])([CH3:10])[CH2:8][CH:7]=[CH:6][CH:5]1[CH3:12])=[O:3].[O-]CC.[Na+].C1CCCCCCCCCCC1.[CH3:29][C:30]([C@@H:32]1[C:37]([CH3:39])([CH3:38])[CH2:36][CH:35]=[CH:34][C@H:33]1[CH3:40])=[O:31], predict the reaction product. The product is: [CH3:1][C:2]([CH:4]1[C:9]([CH3:11])([CH3:10])[CH2:8][CH2:7][CH:6]=[C:5]1[CH3:12])=[O:3].[CH3:29][C:30]([C:32]1[C:37]([CH3:39])([CH3:38])[CH2:36][CH2:35][CH2:34][C:33]=1[CH3:40])=[O:31]. (6) Given the reactants Cl[C:2]1[CH:3]=[N:4][CH:5]=[CH:6][C:7]=1[C:8]#[N:9].[CH3:10][O:11][C:12](=[O:15])[CH2:13][SH:14].C([O-])([O-])=O.[K+].[K+], predict the reaction product. The product is: [NH2:9][C:8]1[C:7]2[C:2](=[CH:3][N:4]=[CH:5][CH:6]=2)[S:14][C:13]=1[C:12]([O:11][CH3:10])=[O:15]. (7) The product is: [C:33]([O:32][C:30]([N:10]1[CH2:11][CH:12]([N:14]2[C:23]3[CH:22]=[CH:21][CH:20]=[C:19]([Cl:24])[C:18]=3[C:17]3=[N:25][O:26][C:27]([CH3:28])=[C:16]3[C:15]2=[O:29])[CH2:13][CH:8]([C:6]([OH:7])=[O:5])[CH2:9]1)=[O:31])([CH3:36])([CH3:34])[CH3:35]. Given the reactants [Li+].[OH-].C([O:5][C:6]([CH:8]1[CH2:13][CH:12]([N:14]2[C:23]3[CH:22]=[CH:21][CH:20]=[C:19]([Cl:24])[C:18]=3[C:17]3=[N:25][O:26][C:27]([CH3:28])=[C:16]3[C:15]2=[O:29])[CH2:11][N:10]([C:30]([O:32][C:33]([CH3:36])([CH3:35])[CH3:34])=[O:31])[CH2:9]1)=[O:7])C, predict the reaction product.